Dataset: Full USPTO retrosynthesis dataset with 1.9M reactions from patents (1976-2016). Task: Predict the reactants needed to synthesize the given product. (1) Given the product [Cl:1][C:2]1[CH:3]=[C:4]([CH:14]=[CH:15][C:16]=1[Cl:17])[CH2:5][N:6]1[CH2:11][CH2:10][O:9][CH:8]([CH2:12][NH:13][C:27](=[O:28])[CH2:26][C:23]2[CH:24]=[CH:25][C:20]([S:19][CH3:18])=[CH:21][CH:22]=2)[CH2:7]1, predict the reactants needed to synthesize it. The reactants are: [Cl:1][C:2]1[CH:3]=[C:4]([CH:14]=[CH:15][C:16]=1[Cl:17])[CH2:5][N:6]1[CH2:11][CH2:10][O:9][CH:8]([CH2:12][NH2:13])[CH2:7]1.[CH3:18][S:19][C:20]1[CH:25]=[CH:24][C:23]([CH2:26][C:27](O)=[O:28])=[CH:22][CH:21]=1. (2) Given the product [C:14]1([CH3:21])[CH:15]=[CH:16][CH:17]=[CH:18][C:19]=1[O:20][C:2]1[CH:9]=[C:8]([C:10]([F:13])([F:12])[F:11])[CH:7]=[CH:6][C:3]=1[CH:4]=[O:5], predict the reactants needed to synthesize it. The reactants are: F[C:2]1[CH:9]=[C:8]([C:10]([F:13])([F:12])[F:11])[CH:7]=[CH:6][C:3]=1[CH:4]=[O:5].[C:14]1([CH3:21])[C:19]([OH:20])=[CH:18][CH:17]=[CH:16][CH:15]=1. (3) The reactants are: [Cl:1][C:2]1[CH:7]=[C:6]([Cl:8])[CH:5]=[CH:4][C:3]=1[C:9]1[CH:10]=[C:11]2[CH:26]3[CH2:27][N:28](C(OCC)=O)[CH2:29][CH2:30][CH:25]3[N:13]3[CH2:14][CH:15]([CH3:24])[N:16](C(OCC)=O)[C:17]([CH:18]=1)=[C:12]23.[OH-].[K+]. Given the product [Cl:1][C:2]1[CH:7]=[C:6]([Cl:8])[CH:5]=[CH:4][C:3]=1[C:9]1[CH:10]=[C:11]2[CH:26]3[CH2:27][NH:28][CH2:29][CH2:30][CH:25]3[N:13]3[CH2:14][CH:15]([CH3:24])[NH:16][C:17]([CH:18]=1)=[C:12]23, predict the reactants needed to synthesize it. (4) Given the product [C:1]([O:5][C:6]([N:8]1[CH2:9][C@@H:10]([CH2:34][CH:35]([C:38](=[O:39])[NH:41][CH:42]2[CH2:47][CH2:46][O:45][CH2:44][CH2:43]2)[CH2:36][CH3:37])[C@H:11]([CH2:13][N:14]([CH:31]([CH3:32])[CH3:33])[C:15](=[O:30])[C:16]2[CH:21]=[CH:20][C:19]([O:22][CH3:23])=[C:18]([O:24][CH2:25][CH2:26][CH2:27][O:28][CH3:29])[CH:17]=2)[CH2:12]1)=[O:7])([CH3:2])([CH3:3])[CH3:4], predict the reactants needed to synthesize it. The reactants are: [C:1]([O:5][C:6]([N:8]1[CH2:12][C@@H:11]([CH2:13][N:14]([CH:31]([CH3:33])[CH3:32])[C:15](=[O:30])[C:16]2[CH:21]=[CH:20][C:19]([O:22][CH3:23])=[C:18]([O:24][CH2:25][CH2:26][CH2:27][O:28][CH3:29])[CH:17]=2)[C@H:10]([CH2:34][CH:35]([C:38](O)=[O:39])[CH2:36][CH3:37])[CH2:9]1)=[O:7])([CH3:4])([CH3:3])[CH3:2].[NH2:41][CH:42]1[CH2:47][CH2:46][O:45][CH2:44][CH2:43]1. (5) Given the product [F:33][C:34]([F:39])([F:38])[C:35]([O-:37])=[O:36].[C:14]1([NH3+:21])[CH:15]=[CH:16][CH:17]=[CH:18][CH:13]=1, predict the reactants needed to synthesize it. The reactants are: C(OC(N(CC(O)=O)C[C:13]1[CH:18]=[C:17](F)[C:16](F)=[CH:15][C:14]=1[NH:21]C(OC(C)(C)C)=O)=O)C1C=CC=CC=1.[F:33][C:34]([F:39])([F:38])[C:35]([OH:37])=[O:36]. (6) The reactants are: [Br:1][C:2]1[CH:11]=[CH:10][C:9]2[O:8][CH2:7][C:6]3[CH:12]=[C:13]([C:15]([OH:17])=O)[S:14][C:5]=3[C:4]=2[CH:3]=1.C(Cl)(=O)C([Cl:21])=O.CN(C)C=O. Given the product [Br:1][C:2]1[CH:11]=[CH:10][C:9]2[O:8][CH2:7][C:6]3[CH:12]=[C:13]([C:15]([Cl:21])=[O:17])[S:14][C:5]=3[C:4]=2[CH:3]=1, predict the reactants needed to synthesize it. (7) Given the product [Cl:8][C:7]1[C:2]([Cl:1])=[C:3]([CH2:10][CH2:11][C:12](=[O:13])[C:14]2[S:15][C:16]([C:19]3[CH:24]=[CH:23][C:22]([O:25][C:26]([F:28])([F:29])[F:27])=[CH:21][CH:20]=3)=[CH:17][CH:18]=2)[CH:4]=[CH:5][C:6]=1[O:9][C:31]([CH3:40])([CH3:39])[C:32]([O:34][C:35]([CH3:38])([CH3:37])[CH3:36])=[O:33], predict the reactants needed to synthesize it. The reactants are: [Cl:1][C:2]1[C:7]([Cl:8])=[C:6]([OH:9])[CH:5]=[CH:4][C:3]=1[CH2:10][CH2:11][C:12]([C:14]1[S:15][C:16]([C:19]2[CH:24]=[CH:23][C:22]([O:25][C:26]([F:29])([F:28])[F:27])=[CH:21][CH:20]=2)=[CH:17][CH:18]=1)=[O:13].Br[C:31]([CH3:40])([CH3:39])[C:32]([O:34][C:35]([CH3:38])([CH3:37])[CH3:36])=[O:33]. (8) The reactants are: [Br:1][CH2:2][C:3](Br)=[O:4].[NH2:6][C:7]1[CH:8]=[C:9]2[C:14](=[CH:15][CH:16]=1)[N:13]([CH2:17][CH2:18][CH:19]([CH3:21])[CH3:20])[C:12](=[O:22])[C:11]([C:23]1[NH:24][S:25](=[O:34])(=[O:33])[C:26]3[CH:32]=[CH:31][CH:30]=[CH:29][C:27]=3[N:28]=1)=[C:10]2[OH:35].N1C=CC=CC=1. Given the product [Br:1][CH2:2][C:3]([NH:6][C:7]1[CH:8]=[C:9]2[C:14](=[CH:15][CH:16]=1)[N:13]([CH2:17][CH2:18][CH:19]([CH3:21])[CH3:20])[C:12](=[O:22])[C:11]([C:23]1[NH:28][C:27]3[CH:29]=[CH:30][CH:31]=[CH:32][C:26]=3[S:25](=[O:34])(=[O:33])[N:24]=1)=[C:10]2[OH:35])=[O:4], predict the reactants needed to synthesize it. (9) Given the product [N+:18]([C:13]1[CH:14]=[CH:15][CH:16]=[C:17]2[C:12]=1[CH:11]=[CH:10][N:9]2[CH2:8][C:6]1[CH:5]=[CH:4][N:3]=[C:2]([NH:21][C:22]2[CH:27]=[N:26][CH:25]=[CH:24][N:23]=2)[CH:7]=1)([O-:20])=[O:19], predict the reactants needed to synthesize it. The reactants are: Br[C:2]1[CH:7]=[C:6]([CH2:8][N:9]2[C:17]3[C:12](=[C:13]([N+:18]([O-:20])=[O:19])[CH:14]=[CH:15][CH:16]=3)[CH:11]=[CH:10]2)[CH:5]=[CH:4][N:3]=1.[NH2:21][C:22]1[CH:27]=[N:26][CH:25]=[CH:24][N:23]=1.CC1(C)C2C(=C(P(C3C=CC=CC=3)C3C=CC=CC=3)C=CC=2)OC2C(P(C3C=CC=CC=3)C3C=CC=CC=3)=CC=CC1=2.